From a dataset of Experimentally validated miRNA-target interactions with 360,000+ pairs, plus equal number of negative samples. Binary Classification. Given a miRNA mature sequence and a target amino acid sequence, predict their likelihood of interaction. (1) The miRNA is hsa-miR-378c with sequence ACUGGACUUGGAGUCAGAAGAGUGG. The protein sequence of the target gene is MHYCVLSAFLILHLVTVALSLSTCSTLDMDQFMRKRIEAIRGQILSKLKLTSPPEDYPEPEEVPPEVISIYNSTRDLLQEKASRRAAACERERSDEEYYAKEVYKIDMPPFFPSENAIPPTFYRPYFRIVRFDVSAMEKNASNLVKAEFRVFRLQNPKARVPEQRIELYQILKSKDLTSPTQRYIDSKVVKTRAEGEWLSFDVTDAVHEWLHHKDRNLGFKISLHCPCCTFVPSNNYIIPNKSEELEARFAGIDGTSTYTSGDQKTIKSTRKKNSGKTPHLLLMLLPSYRLESQQTNRRK.... Result: 1 (interaction). (2) The miRNA is hsa-miR-3663-3p with sequence UGAGCACCACACAGGCCGGGCGC. The protein sequence of the target gene is MPARCVAAHCGNTTKSGKSLFRFPKDRAVRLLWDRFVRGCRADWYGGNDRSVICSDHFAPACFDVSSVIQKNLRFSQRLRLVAGAVPTLHRVPAPAPKRGEEGDQAGRLDTRGELQAARHSEAAPGPVSCTRPRAGKQAAASQITCENELVQTQPHADNPSNTVTSVPTHCEEGPVHKSTQISLKRPRHRSVGIQAKVKAFGKRLCNATTQTEELWSRTSSLFDIYSSDSETDTDWDIKSEQSDLSYMAVQVKEETC. Result: 0 (no interaction). (3) The miRNA is hsa-miR-623 with sequence AUCCCUUGCAGGGGCUGUUGGGU. The protein sequence of the target gene is MASMLLAQRLACSFQHSYRLLVPGSRHISQAAAKVDVEFDYDGPLMKTEVPGPRSQELMKQLNIIQNAEAVHFFCNYEESRGNYLVDVDGNRMLDLYSQISSVPIGYSHPALLKLIQQPQNASMFVNRPALGILPPENFVEKLRQSLLSVAPKGMSQLITMACGSCSNENALKTIFMWYRSKERGQRGFSQEELETCMINQAPGCPDYSILSFMGAFHGRTMGCLATTHSKAIHKIDIPSFDWPIAPFPRLKYPLEEFVKENQQEEARCLEEVEDLIVKYRKKKKTVAGIIVEPIQSEGG.... Result: 0 (no interaction). (4) The miRNA is hsa-miR-4635 with sequence UCUUGAAGUCAGAACCCGCAA. The protein sequence of the target gene is MPAMVEKGPEVSGKRRGRNNAAASASAAAASAAASAACASPAATAASGAAASSASAAAASAAAAPNNGQNKSLAAAAPNGNSSSNSWEEGSSGSSSDEEHGGGGMRVGPQYQAVVPDFDPAKLARRSQERDNLGMLVWSPNQNLSEAKLDEYIAIAKEKHGYNMEQALGMLFWHKHNIEKSLADLPNFTPFPDEWTVEDKVLFEQAFSFHGKTFHRIQQMLPDKSIASLVKFYYSWKKTRTKTSVMDRHARKQKREREESEDELEEANGNNPIDIEVDQNKESKKEVPPTETVPQVKKEK.... Result: 1 (interaction). (5) The miRNA is mmu-miR-883a-3p with sequence UAACUGCAACAGCUCUCAGUAU. Result: 0 (no interaction). The protein sequence of the target gene is MAGSSAEQAADYRSILSISDEAARVQALDQHLSTRSYIQGYSLSQADVDVFRQLSAPPADSRLFHVARWFRHIEALLGGPQGRDEPCRLQASKGRRVQPQWSPPAGTEPCRLRLYNSLTRNKDVFIPQDGKKVTWYCCGPTVYDASHMGHARSYISFDILRRVLRDYFQYDVFYCMNITDIDDKIIRRARQNYLFEQYREQKPPATQLLKDVRDAMKPFSVKLSETTDPDKRQMLERIQNSVKLATEPLEQAVRSSLSGEEVDSKVQVLLEEAKDLLSDWLDSTGGSEVTDNSIFSKLPK.... (6) The miRNA is mmu-miR-877-5p with sequence GUAGAGGAGAUGGCGCAGGG. The protein sequence of the target gene is MDDSETGFNLKVVLVSFKQCLDEKEEVLLDPYIASWKGLVRFLNSLGTIFSFISKDVVSKLRIMERLRGGPQSEHYRSLQAMVAHELSNRLVDLERRSHHPESGCRTVLRLHRALHWLQLFLEGLRTSPEDARTSALCADSYNASLAAYHPWVVRRAVTVAFCTLPTREVFLEAMNVGPPEQAVQMLGEALPFIQRVYNVSQKLYAEHSLLDLP. Result: 0 (no interaction). (7) The miRNA is hsa-miR-4637 with sequence UACUAACUGCAGAUUCAAGUGA. The protein sequence of the target gene is MNDFGIKNMDQVAPVANSFRGTLKRQPAFDTFDGSLFAVLPSLSEDQTLQEVPTGLDSVSHDSASCELPLLTPCSKAVMSQALKATFSGFQKEQRRLGIPKNPWLWSEQQVCQWLLWATNEFSLVNVNLHQFGMNGQMLCNLGKERFLELAPDFVGDILWEHLEQMIKENQEKTEDQYEENSHLNAVPHWINSNTLGFSMEQAPYGMQAPNYPKDNLLDSMCPPSATPAALGSELQMLPKSRLNTVNVNYCSISQDFPSSNVNLLNNNSGKPKDHDSPENGGDSFESSDSLLRSWNSQSS.... Result: 0 (no interaction). (8) The miRNA is mmu-miR-3108-5p with sequence GUCUCUAAAGCUAGACGUUCCGG. The protein sequence of the target gene is MTLSGGGSASDMSGQTVLTAEDVDIDVVGEGDDGLEEKDSDAGCDSPAGPPELRLDEADEVPPAAPHHGQPQPPHQQPLTLPKEAAGAGAGPGGDVGAPEADGCKGGVGGEEGGASGGGPGAGSGSAGGLAPSKPKNSLVKPPYSYIALITMAILQSPQKKLTLSGICEFISNRFPYYREKFPAWQNSIRHNLSLNDCFVKIPREPGNPGKGNYWTLDPQSEDMFDNGSFLRRRKRFKRHQQEHLREQTALMMQSFGAYSLAAAAGAAGPYGRPYGLHPAAAAGAYSHPAAAAAAAAAAA.... Result: 0 (no interaction).